Dataset: Forward reaction prediction with 1.9M reactions from USPTO patents (1976-2016). Task: Predict the product of the given reaction. Given the reactants [OH:1][C:2]([CH:4]([C:6]1[CH:15]=[CH:14][C:9]([CH2:10][CH:11]([CH3:13])[CH3:12])=[CH:8][CH:7]=1)[CH3:5])=[O:3].[N:16]1[CH:21]=[CH:20][C:19]([C:22]2[CH:27]=[CH:26][N:25]=[CH:24][CH:23]=2)=[CH:18][CH:17]=1, predict the reaction product. The product is: [OH:3][C:2]([CH:4]([C:6]1[CH:7]=[CH:8][C:9]([CH2:10][CH:11]([CH3:12])[CH3:13])=[CH:14][CH:15]=1)[CH3:5])=[O:1].[N:16]1[CH:21]=[CH:20][C:19]([C:22]2[CH:27]=[CH:26][N:25]=[CH:24][CH:23]=2)=[CH:18][CH:17]=1.